Task: Predict the reactants needed to synthesize the given product.. Dataset: Full USPTO retrosynthesis dataset with 1.9M reactions from patents (1976-2016) (1) The reactants are: [F:1][C:2]1[CH:51]=[CH:50][C:5]2[C:6]([CH:9]3[CH2:14][CH2:13][N:12]([CH2:15][CH2:16][C:17]4[C:22](=[O:23])[N:21]5[CH2:24][CH2:25][CH2:26][CH:27]([O:28][CH2:29][CH2:30][CH2:31][CH2:32][CH2:33][C:34]([N:36]6[CH2:41][CH2:40][N:39](C(OC(C)(C)C)=O)[CH2:38][CH2:37]6)=[O:35])[C:20]5=[N:19][C:18]=4[CH3:49])[CH2:11][CH2:10]3)=[N:7][O:8][C:4]=2[CH:3]=1.FC(F)(F)C(O)=O.C(=O)(O)[O-].[Na+]. Given the product [F:1][C:2]1[CH:51]=[CH:50][C:5]2[C:6]([CH:9]3[CH2:10][CH2:11][N:12]([CH2:15][CH2:16][C:17]4[C:22](=[O:23])[N:21]5[CH2:24][CH2:25][CH2:26][CH:27]([O:28][CH2:29][CH2:30][CH2:31][CH2:32][CH2:33][C:34](=[O:35])[N:36]6[CH2:41][CH2:40][NH:39][CH2:38][CH2:37]6)[C:20]5=[N:19][C:18]=4[CH3:49])[CH2:13][CH2:14]3)=[N:7][O:8][C:4]=2[CH:3]=1, predict the reactants needed to synthesize it. (2) The reactants are: [CH3:1][N:2]1[C:6]2[N:7]=[CH:8][N:9]=[C:10]([N:11]3[C:15]4=[N:16][CH:17]=[CH:18][CH:19]=[C:14]4[C:13]([C:20]([O:22]C)=[O:21])=[CH:12]3)[C:5]=2[CH:4]=[CH:3]1.O1CCCC1.[Li]. Given the product [CH3:1][N:2]1[C:6]2[N:7]=[CH:8][N:9]=[C:10]([N:11]3[C:15]4=[N:16][CH:17]=[CH:18][CH:19]=[C:14]4[C:13]([C:20]([OH:22])=[O:21])=[CH:12]3)[C:5]=2[CH:4]=[CH:3]1, predict the reactants needed to synthesize it.